From a dataset of Forward reaction prediction with 1.9M reactions from USPTO patents (1976-2016). Predict the product of the given reaction. (1) Given the reactants [NH2:1][C:2]1[N:6]([CH:7]2[CH2:12][CH2:11][CH2:10][N:9]([C:13]([O:15][CH2:16][C:17]3[CH:22]=[CH:21][CH:20]=[CH:19][CH:18]=3)=[O:14])[CH2:8]2)[N:5]=[C:4]([C:23]2[CH:24]=[N:25][C:26](Cl)=[CH:27][CH:28]=2)[C:3]=1[C:30]#[N:31].[C:32]1([OH:38])[CH:37]=[CH:36][CH:35]=[CH:34][CH:33]=1.C(=O)([O-])[O-].[K+].[K+], predict the reaction product. The product is: [NH2:1][C:2]1[N:6]([CH:7]2[CH2:12][CH2:11][CH2:10][N:9]([C:13]([O:15][CH2:16][C:17]3[CH:22]=[CH:21][CH:20]=[CH:19][CH:18]=3)=[O:14])[CH2:8]2)[N:5]=[C:4]([C:23]2[CH:24]=[N:25][C:26]([O:38][C:32]3[CH:37]=[CH:36][CH:35]=[CH:34][CH:33]=3)=[CH:27][CH:28]=2)[C:3]=1[C:30]#[N:31]. (2) Given the reactants C1(S([N:10]2[C:18]3[C:13](=[CH:14][CH:15]=[CH:16][C:17]=3[F:19])[C:12]([C:20]3[S:21][C:22]([CH2:25][N:26]4[CH2:30][CH2:29][CH2:28][CH2:27]4)=[CH:23][CH:24]=3)=[CH:11]2)(=O)=O)C=CC=CC=1.C(=O)([O-])[O-].[K+].[K+].CO, predict the reaction product. The product is: [F:19][C:17]1[CH:16]=[CH:15][CH:14]=[C:13]2[C:18]=1[NH:10][CH:11]=[C:12]2[C:20]1[S:21][C:22]([CH2:25][N:26]2[CH2:27][CH2:28][CH2:29][CH2:30]2)=[CH:23][CH:24]=1.